From a dataset of Forward reaction prediction with 1.9M reactions from USPTO patents (1976-2016). Predict the product of the given reaction. Given the reactants [OH:1][C@H:2]1[CH2:6][N:5]([C:7]([O:9][C:10]([CH3:13])([CH3:12])[CH3:11])=[O:8])[C@H:4]([C:14]([O:16][CH3:17])=[O:15])[CH2:3]1.C(N(CC)CC)C.[CH3:25][S:26](Cl)(=[O:28])=[O:27], predict the reaction product. The product is: [CH3:25][S:26]([O:1][C@H:2]1[CH2:6][N:5]([C:7]([O:9][C:10]([CH3:11])([CH3:12])[CH3:13])=[O:8])[C@H:4]([C:14]([O:16][CH3:17])=[O:15])[CH2:3]1)(=[O:28])=[O:27].